This data is from NCI-60 drug combinations with 297,098 pairs across 59 cell lines. The task is: Regression. Given two drug SMILES strings and cell line genomic features, predict the synergy score measuring deviation from expected non-interaction effect. (1) Drug 1: C1=CC(=CC=C1CCCC(=O)O)N(CCCl)CCCl. Drug 2: C1C(C(OC1N2C=NC3=C(N=C(N=C32)Cl)N)CO)O. Cell line: RPMI-8226. Synergy scores: CSS=37.1, Synergy_ZIP=1.70, Synergy_Bliss=-0.758, Synergy_Loewe=-6.85, Synergy_HSA=-6.75. (2) Drug 1: CS(=O)(=O)CCNCC1=CC=C(O1)C2=CC3=C(C=C2)N=CN=C3NC4=CC(=C(C=C4)OCC5=CC(=CC=C5)F)Cl. Drug 2: CN(CC1=CN=C2C(=N1)C(=NC(=N2)N)N)C3=CC=C(C=C3)C(=O)NC(CCC(=O)O)C(=O)O. Cell line: UACC62. Synergy scores: CSS=51.8, Synergy_ZIP=-2.10, Synergy_Bliss=-5.85, Synergy_Loewe=-3.86, Synergy_HSA=-3.72. (3) Drug 1: COC1=C(C=C2C(=C1)N=CN=C2NC3=CC(=C(C=C3)F)Cl)OCCCN4CCOCC4. Drug 2: CCN(CC)CCNC(=O)C1=C(NC(=C1C)C=C2C3=C(C=CC(=C3)F)NC2=O)C. Cell line: HCC-2998. Synergy scores: CSS=13.9, Synergy_ZIP=-1.19, Synergy_Bliss=3.69, Synergy_Loewe=2.24, Synergy_HSA=2.38. (4) Drug 1: CC1C(C(CC(O1)OC2CC(CC3=C2C(=C4C(=C3O)C(=O)C5=C(C4=O)C(=CC=C5)OC)O)(C(=O)C)O)N)O.Cl. Drug 2: C1CN(CCN1C(=O)CCBr)C(=O)CCBr. Cell line: M14. Synergy scores: CSS=6.39, Synergy_ZIP=0.154, Synergy_Bliss=6.33, Synergy_Loewe=-3.31, Synergy_HSA=2.40. (5) Drug 1: CCC1(CC2CC(C3=C(CCN(C2)C1)C4=CC=CC=C4N3)(C5=C(C=C6C(=C5)C78CCN9C7C(C=CC9)(C(C(C8N6C=O)(C(=O)OC)O)OC(=O)C)CC)OC)C(=O)OC)O.OS(=O)(=O)O. Drug 2: CC(C)(C#N)C1=CC(=CC(=C1)CN2C=NC=N2)C(C)(C)C#N. Cell line: K-562. Synergy scores: CSS=57.8, Synergy_ZIP=-2.50, Synergy_Bliss=-2.38, Synergy_Loewe=-28.7, Synergy_HSA=-6.23. (6) Drug 1: C1=C(C(=O)NC(=O)N1)F. Drug 2: CC1C(C(CC(O1)OC2CC(CC3=C2C(=C4C(=C3O)C(=O)C5=C(C4=O)C(=CC=C5)OC)O)(C(=O)CO)O)N)O.Cl. Cell line: NCIH23. Synergy scores: CSS=53.4, Synergy_ZIP=-6.24, Synergy_Bliss=-7.69, Synergy_Loewe=-1.88, Synergy_HSA=-0.833. (7) Drug 1: CCCCCOC(=O)NC1=NC(=O)N(C=C1F)C2C(C(C(O2)C)O)O. Drug 2: CC1CCC2CC(C(=CC=CC=CC(CC(C(=O)C(C(C(=CC(C(=O)CC(OC(=O)C3CCCCN3C(=O)C(=O)C1(O2)O)C(C)CC4CCC(C(C4)OC)OCCO)C)C)O)OC)C)C)C)OC. Cell line: 786-0. Synergy scores: CSS=3.27, Synergy_ZIP=-0.820, Synergy_Bliss=-2.46, Synergy_Loewe=-1.04, Synergy_HSA=-2.65. (8) Drug 1: CN(C)C1=NC(=NC(=N1)N(C)C)N(C)C. Drug 2: CCCS(=O)(=O)NC1=C(C(=C(C=C1)F)C(=O)C2=CNC3=C2C=C(C=N3)C4=CC=C(C=C4)Cl)F. Cell line: SF-268. Synergy scores: CSS=9.78, Synergy_ZIP=5.48, Synergy_Bliss=11.7, Synergy_Loewe=-64.4, Synergy_HSA=5.00.